Dataset: Full USPTO retrosynthesis dataset with 1.9M reactions from patents (1976-2016). Task: Predict the reactants needed to synthesize the given product. (1) The reactants are: [Cl:1][C:2]1[CH:3]=[C:4]([C:10]2[C:14]([C:15]([OH:17])=O)=[CH:13][O:12][N:11]=2)[CH:5]=[CH:6][C:7]=1[O:8][CH3:9].C(N(C(C)C)C(C)C)C.CN(C(ON1N=NC2C=CC=CC1=2)=[N+](C)C)C.[B-](F)(F)(F)F.Cl.[F:50][C:51]1[CH:56]=[CH:55][C:54]([C:57]2([OH:62])[CH2:61][CH2:60][NH:59][CH2:58]2)=[CH:53][C:52]=1[CH3:63]. Given the product [Cl:1][C:2]1[CH:3]=[C:4]([C:10]2[C:14]([C:15]([N:59]3[CH2:60][CH2:61][C:57]([C:54]4[CH:55]=[CH:56][C:51]([F:50])=[C:52]([CH3:63])[CH:53]=4)([OH:62])[CH2:58]3)=[O:17])=[CH:13][O:12][N:11]=2)[CH:5]=[CH:6][C:7]=1[O:8][CH3:9], predict the reactants needed to synthesize it. (2) Given the product [NH2:31][C@@H:18]([C@H:19]([C:21]1[CH:26]=[CH:25][C:24]([C:27]([F:30])([F:29])[F:28])=[CH:23][CH:22]=1)[CH3:20])[CH2:17][NH:16][C:14]1[S:15][C:11]([C:4]2[CH:3]=[C:2]3[C:7](=[CH:6][CH:5]=2)[NH:8][C:64](=[O:63])[CH2:65]3)=[N:12][N:13]=1.[F:92][C:70]([F:69])([F:91])[C:71]1[CH:76]=[CH:75][C:74]([C@@H:77]([C@H:79]2[CH2:83][O:82][S:81][N:80]2[C:84]([O:86][C:87]([CH3:89])([CH3:88])[CH3:90])=[O:85])[CH3:78])=[CH:73][CH:72]=1, predict the reactants needed to synthesize it. The reactants are: F[C:2]1[CH:3]=[C:4]([C:11]2[S:15][C:14]([N:16](C(OC(C)(C)C)=O)[CH2:17][C@@H:18]([NH:31]C(=O)OC(C)(C)C)[C@H:19]([C:21]3[CH:26]=[CH:25][C:24]([C:27]([F:30])([F:29])[F:28])=[CH:23][CH:22]=3)[CH3:20])=[N:13][N:12]=2)[CH:5]=[CH:6][C:7]=1[N+:8]([O-])=O.FC1C=C(C2SC(NC(=O)[O:63][C:64](C)(C)[CH3:65])=NN=2)C=CC=1[N+]([O-])=O.[F:69][C:70]([F:92])([F:91])[C:71]1[CH:76]=[CH:75][C:74]([C@@H:77]([C@H:79]2[CH2:83][O:82][S:81][N:80]2[C:84]([O:86][C:87]([CH3:90])([CH3:89])[CH3:88])=[O:85])[CH3:78])=[CH:73][CH:72]=1. (3) Given the product [CH:40]1([N:27]2[C:25]3[N:26]=[C:21]([NH:20][C:17]4[CH:16]=[CH:15][C:14]([N:11]5[CH2:12][CH2:13][NH:8][CH2:9][CH2:10]5)=[CH:19][CH:18]=4)[N:22]=[CH:23][C:24]=3[CH:30]=[C:29]([CH:31]([C:33]3[CH:34]=[CH:35][CH:36]=[CH:37][CH:38]=3)[CH3:32])[C:28]2=[O:39])[CH2:44][CH2:43][CH2:42][CH2:41]1.[ClH:45], predict the reactants needed to synthesize it. The reactants are: C(OC([N:8]1[CH2:13][CH2:12][N:11]([C:14]2[CH:19]=[CH:18][C:17]([NH:20][C:21]3[N:22]=[CH:23][C:24]4[CH:30]=[C:29]([CH:31]([C:33]5[CH:38]=[CH:37][CH:36]=[CH:35][CH:34]=5)[CH3:32])[C:28](=[O:39])[N:27]([CH:40]5[CH2:44][CH2:43][CH2:42][CH2:41]5)[C:25]=4[N:26]=3)=[CH:16][CH:15]=2)[CH2:10][CH2:9]1)=O)(C)(C)C.[ClH:45].